Dataset: Full USPTO retrosynthesis dataset with 1.9M reactions from patents (1976-2016). Task: Predict the reactants needed to synthesize the given product. (1) Given the product [CH3:25][CH:26]([C:28]1[CH:33]=[CH:32][C:31]([S:34][CH2:12][C@@H:13]2[CH2:18][CH2:17][CH2:16][CH2:15][C@H:14]2[NH:19][S:20]([CH2:23][CH3:24])(=[O:21])=[O:22])=[CH:30][CH:29]=1)[CH3:27], predict the reactants needed to synthesize it. The reactants are: CC1C=CC(S(O[CH2:12][C@@H:13]2[CH2:18][CH2:17][CH2:16][CH2:15][C@H:14]2[NH:19][S:20]([CH2:23][CH3:24])(=[O:22])=[O:21])(=O)=O)=CC=1.[CH3:25][CH:26]([C:28]1[CH:33]=[CH:32][C:31]([SH:34])=[CH:30][CH:29]=1)[CH3:27].CC([O-])(C)C.[K+]. (2) Given the product [C:39]([C:41]1[CH:42]=[C:43]([NH:56][S:57]([CH3:60])(=[O:59])=[O:58])[CH:44]=[C:45]([C:2]2[C:10]3[C:9]([NH:11][C@H:12]([C:14]4[N:19]([C:20]5[CH:25]=[CH:24][CH:23]=[CH:22][CH:21]=5)[C:18](=[O:26])[C:17]5=[C:27]([CH3:30])[CH:28]=[CH:29][N:16]5[N:15]=4)[CH3:13])=[N:8][CH:7]=[N:6][C:5]=3[N:4]([CH2:31][O:32][CH2:33][CH2:34][Si:35]([CH3:38])([CH3:37])[CH3:36])[CH:3]=2)[CH:46]=1)#[N:40], predict the reactants needed to synthesize it. The reactants are: Br[C:2]1[C:10]2[C:9]([NH:11][C@H:12]([C:14]3[N:19]([C:20]4[CH:25]=[CH:24][CH:23]=[CH:22][CH:21]=4)[C:18](=[O:26])[C:17]4=[C:27]([CH3:30])[CH:28]=[CH:29][N:16]4[N:15]=3)[CH3:13])=[N:8][CH:7]=[N:6][C:5]=2[N:4]([CH2:31][O:32][CH2:33][CH2:34][Si:35]([CH3:38])([CH3:37])[CH3:36])[CH:3]=1.[C:39]([C:41]1[CH:42]=[C:43]([NH:56][S:57]([CH3:60])(=[O:59])=[O:58])[CH:44]=[C:45](B2OC(C)(C)C(C)(C)O2)[CH:46]=1)#[N:40].C(=O)([O-])[O-].[Na+].[Na+]. (3) Given the product [CH3:1][N:2]1[C:10]2[C:5](=[CH:6][C:7]([C:11]3[CH:20]=[CH:19][C:14]([O:15][CH2:16][C:17]4[NH:30][N:29]=[N:28][N:18]=4)=[CH:13][CH:12]=3)=[CH:8][CH:9]=2)[C:4]([CH3:21])=[C:3]1[C:22]1[CH:27]=[CH:26][CH:25]=[CH:24][CH:23]=1, predict the reactants needed to synthesize it. The reactants are: [CH3:1][N:2]1[C:10]2[C:5](=[CH:6][C:7]([C:11]3[CH:20]=[CH:19][C:14]([O:15][CH2:16][C:17]#[N:18])=[CH:13][CH:12]=3)=[CH:8][CH:9]=2)[C:4]([CH3:21])=[C:3]1[C:22]1[CH:27]=[CH:26][CH:25]=[CH:24][CH:23]=1.[N-:28]=[N+:29]=[N-:30].[Na+].[NH4+].[Cl-]. (4) Given the product [Cl:25][C:23]1[CH:22]=[CH:21][C:20]([C:26]([F:29])([F:28])[F:27])=[C:19]([CH:16]2[CH2:17][CH2:18][N:13]([C:11]([C:8]3[N:6]4[CH:7]=[C:2]([C:30]#[N:31])[CH:3]=[CH:4][C:5]4=[N:10][N:9]=3)=[O:12])[CH2:14][CH2:15]2)[CH:24]=1, predict the reactants needed to synthesize it. The reactants are: Br[C:2]1[CH:3]=[CH:4][C:5]2[N:6]([C:8]([C:11]([N:13]3[CH2:18][CH2:17][CH:16]([C:19]4[CH:24]=[C:23]([Cl:25])[CH:22]=[CH:21][C:20]=4[C:26]([F:29])([F:28])[F:27])[CH2:15][CH2:14]3)=[O:12])=[N:9][N:10]=2)[CH:7]=1.[CH3:30][N:31](C=O)C. (5) Given the product [CH3:46][C:41]1([CH3:47])[C:42]([CH3:45])([CH3:44])[O:43][B:39]([C:2]2[CH:26]=[CH:25][C:24]3([C:38]4[CH:37]=[CH:36][CH:35]=[CH:34][C:33]=4[C:32]4[C:27]3=[CH:28][CH:29]=[CH:30][CH:31]=4)[C:23]3[C:3]=2[CH:4]=[C:5]2[CH:22]=[C:21]4[C:8]([C:9]5[C:14]([C:15]6[C:20]4=[CH:19][CH:18]=[CH:17][CH:16]=6)=[CH:13][CH:12]=[CH:11][CH:10]=5)=[CH:7][C:6]2=3)[O:40]1, predict the reactants needed to synthesize it. The reactants are: Br[C:2]1[CH:26]=[CH:25][C:24]2([C:38]3[CH:37]=[CH:36][CH:35]=[CH:34][C:33]=3[C:32]3[C:27]2=[CH:28][CH:29]=[CH:30][CH:31]=3)[C:23]2[C:3]=1[CH:4]=[C:5]1[CH:22]=[C:21]3[C:8]([C:9]4[C:14]([C:15]5[C:20]3=[CH:19][CH:18]=[CH:17][CH:16]=5)=[CH:13][CH:12]=[CH:11][CH:10]=4)=[CH:7][C:6]1=2.[B:39]1([B:39]2[O:43][C:42]([CH3:45])([CH3:44])[C:41]([CH3:47])([CH3:46])[O:40]2)[O:43][C:42]([CH3:45])([CH3:44])[C:41]([CH3:47])([CH3:46])[O:40]1.C([O-])(=O)C.[K+].